Task: Predict which catalyst facilitates the given reaction.. Dataset: Catalyst prediction with 721,799 reactions and 888 catalyst types from USPTO (1) Reactant: [Br:1]Br.[Cl:3][C:4]1[CH:9]=[CH:8][C:7]([C:10]2[O:11][C:12]([CH3:18])=[C:13]([C:15](=[O:17])[CH3:16])[N:14]=2)=[CH:6][CH:5]=1.C(=O)(O)[O-].[Na+]. Product: [Br:1][CH2:16][C:15]([C:13]1[N:14]=[C:10]([C:7]2[CH:6]=[CH:5][C:4]([Cl:3])=[CH:9][CH:8]=2)[O:11][C:12]=1[CH3:18])=[O:17]. The catalyst class is: 22. (2) Reactant: [C:1]([C:4]1[C:22](=[O:23])[C@@:8]2([CH3:24])[C:9]3[C:15]([OH:16])=[CH:14][C:13]([O:17][CH3:18])=[C:12]([C:19]([NH2:21])=[O:20])[C:10]=3[O:11][C:7]2=[CH:6][C:5]=1[OH:25])(=[O:3])[CH3:2].C[C:27]1[CH:28]=[C:29]([CH:37]=O)[C:30]2[C:35]([CH:36]=1)=[CH:34][CH:33]=[CH:32][CH:31]=2.[CH2:39]([SiH](CC)CC)C.FC(F)(F)C(O)=O. Product: [C:1]([C:4]1[C:22](=[O:23])[C@@:8]2([CH3:24])[C:9]3[C:15]([OH:16])=[CH:14][C:13]([O:17][CH3:18])=[C:12]([C:19]([NH:21][CH2:37][C:29]4[C:30]5[C:35](=[CH:34][CH:33]=[CH:32][CH:31]=5)[CH:36]=[CH:27][C:28]=4[CH3:39])=[O:20])[C:10]=3[O:11][C:7]2=[CH:6][C:5]=1[OH:25])(=[O:3])[CH3:2]. The catalyst class is: 10. (3) Reactant: [Cl:1][C:2]1[S:6][C:5]([C:7]([NH:9][CH2:10][C@H:11]2[C@H:19]3[N:14]([C:15]4[CH:23]=[CH:22][C:21]([C:24]5[CH:29]=[CH:28][CH:27]=[CH:26][C:25]=5[S:30]([NH:33]C(C)(C)C)(=[O:32])=[O:31])=[CH:20][C:16]=4[O:17][CH2:18]3)[C:13](=[O:38])[O:12]2)=[O:8])=[CH:4][CH:3]=1.CC(=O)OCC. Product: [Cl:1][C:2]1[S:6][C:5]([C:7]([NH:9][CH2:10][C@H:11]2[C@H:19]3[N:14]([C:15]4[CH:23]=[CH:22][C:21]([C:24]5[CH:29]=[CH:28][CH:27]=[CH:26][C:25]=5[S:30]([NH2:33])(=[O:31])=[O:32])=[CH:20][C:16]=4[O:17][CH2:18]3)[C:13](=[O:38])[O:12]2)=[O:8])=[CH:4][CH:3]=1. The catalyst class is: 67.